From a dataset of Full USPTO retrosynthesis dataset with 1.9M reactions from patents (1976-2016). Predict the reactants needed to synthesize the given product. (1) Given the product [CH3:24][O:23][C:21]([C:20]1[NH:11][CH:10]=[C:9]([C:12]2[CH:17]=[CH:16][N:15]=[CH:14][CH:13]=2)[C:8]=1[C:5]1[CH:4]=[CH:3][C:2]([F:1])=[CH:7][CH:6]=1)=[O:22], predict the reactants needed to synthesize it. The reactants are: [F:1][C:2]1[CH:7]=[CH:6][C:5]([CH:8]=[C:9]([C:12]2[CH:17]=[CH:16][N:15]=[CH:14][CH:13]=2)[C:10]#[N:11])=[CH:4][CH:3]=1.[N+]([CH2:20][C:21]([O:23][CH3:24])=[O:22])#[C-].CC(C)([O-])C.[K+]. (2) Given the product [F:12][C:9]([F:10])([F:11])[C:7]1[CH:6]=[C:5]([C:13]2[O:17][N:16]=[C:15]([C:18]3[CH:26]=[CH:25][C:24]4[N:23]5[CH2:27][CH2:28][CH:29]([CH2:30][C:31]([OH:33])=[O:32])[C:22]5=[CH:21][C:20]=4[CH:19]=3)[N:14]=2)[CH:4]=[C:3]([C:2]([F:35])([F:1])[F:36])[CH:8]=1, predict the reactants needed to synthesize it. The reactants are: [F:1][C:2]([F:36])([F:35])[C:3]1[CH:4]=[C:5]([C:13]2[O:17][N:16]=[C:15]([C:18]3[CH:26]=[CH:25][C:24]4[N:23]5[CH2:27][CH2:28][CH:29]([CH2:30][C:31]([O:33]C)=[O:32])[C:22]5=[CH:21][C:20]=4[CH:19]=3)[N:14]=2)[CH:6]=[C:7]([C:9]([F:12])([F:11])[F:10])[CH:8]=1.O1CCOCC1.[OH-].[Li+].Cl. (3) Given the product [CH3:1][O:2][C:3]1[CH:23]=[CH:22][C:21]([O:24][CH3:25])=[CH:20][C:4]=1[CH2:5][C:6]1[N:10]([CH2:11][C:12]([OH:14])=[O:13])[C:9]2[CH:16]=[CH:17][CH:18]=[CH:19][C:8]=2[N:7]=1, predict the reactants needed to synthesize it. The reactants are: [CH3:1][O:2][C:3]1[CH:23]=[CH:22][C:21]([O:24][CH3:25])=[CH:20][C:4]=1[CH2:5][C:6]1[N:10]([CH2:11][C:12]([O:14]C)=[O:13])[C:9]2[CH:16]=[CH:17][CH:18]=[CH:19][C:8]=2[N:7]=1.[OH-].[Na+]. (4) Given the product [C:1]([O:5][C@@H:6]([C:11]1[C:40]([CH3:41])=[CH:39][C:38]2=[N:42][C:35]3=[CH:36][N:37]2[C:12]=1[N:13]1[CH2:14][CH2:15][C:16]([CH3:49])([O:17][CH2:18][CH2:19][CH2:20][CH2:21][C@H:22]([CH3:46])[O:23][C:24]2[CH:25]=[CH:26][C:27]([F:45])=[C:28]([F:44])[C:29]=2[C:30]2[CH:43]=[C:34]3[CH:33]=[CH:32][CH:31]=2)[CH2:47][CH2:48]1)[C:7]([OH:9])=[O:8])([CH3:4])([CH3:2])[CH3:3], predict the reactants needed to synthesize it. The reactants are: [C:1]([O:5][C@@H:6]([C:11]1[C:40]([CH3:41])=[CH:39][C:38]2=[N:42][C:35]3=[CH:36][N:37]2[C:12]=1[N:13]1[CH2:48][CH2:47][C:16]([CH3:49])([O:17][CH2:18][CH2:19][CH2:20][CH2:21][C@H:22]([CH3:46])[O:23][C:24]2[CH:25]=[CH:26][C:27]([F:45])=[C:28]([F:44])[C:29]=2[C:30]2[CH:43]=[C:34]3[CH:33]=[CH:32][CH:31]=2)[CH2:15][CH2:14]1)[C:7]([O:9]C)=[O:8])([CH3:4])([CH3:3])[CH3:2].C(O[C@@H](C1C(C)=CC2=NC3=C(Cl)N2C=1N1CCC(C)(OCCCC[C@H](C)OC2C=CC(C)=CC=2C2C=C3C=CC=2)CC1)C(O)=O)(C)(C)C.